Dataset: Reaction yield outcomes from USPTO patents with 853,638 reactions. Task: Predict the reaction yield, written as a fraction of the theoretical maximum amount of product (1.0 means a 100% yield; for example, 0.34 means a 34% yield). (1) The reactants are [N+:1]([C:4]1[CH:8]=[C:7]([CH2:9][OH:10])[NH:6][N:5]=1)([O-:3])=[O:2].C(=O)([O-])[O-].[Cs+].[Cs+].[Br:17][CH:18](Br)[CH3:19].OP([O-])(O)=O.[K+]. The catalyst is O.C(OCC)(=O)C.CN(C=O)C. The product is [Br:17][CH2:18][CH2:19][N:6]1[C:7]([CH2:9][OH:10])=[CH:8][C:4]([N+:1]([O-:3])=[O:2])=[N:5]1. The yield is 0.860. (2) The yield is 0.910. The reactants are [Cl:1][C:2]1[CH:7]=[C:6]([C:8]([OH:17])([C:13]([F:16])([F:15])[F:14])[C:9]([F:12])([F:11])[F:10])[CH:5]=[CH:4][C:3]=1[N:18]([CH2:29][CH3:30])[C:19](=O)[CH2:20][CH2:21][C:22]1[CH:27]=[CH:26][CH:25]=[CH:24][CH:23]=1. The product is [Cl:1][C:2]1[CH:7]=[C:6]([C:8]([OH:17])([C:9]([F:10])([F:11])[F:12])[C:13]([F:15])([F:16])[F:14])[CH:5]=[CH:4][C:3]=1[N:18]([CH2:29][CH3:30])[CH2:19][CH2:20][CH2:21][C:22]1[CH:23]=[CH:24][CH:25]=[CH:26][CH:27]=1. The catalyst is C1COCC1.